Predict the reactants needed to synthesize the given product. From a dataset of Full USPTO retrosynthesis dataset with 1.9M reactions from patents (1976-2016). (1) Given the product [C:34]([N:37]1[C:46]2[C:41](=[CH:42][C:43]([C:47]([NH:27][CH2:26][CH2:25][OH:8])=[O:49])=[CH:44][CH:45]=2)[C@H:40]([NH:50][C:51]2[CH:56]=[CH:55][C:54]([C:57]#[N:58])=[CH:53][CH:52]=2)[C@@H:39]([CH3:59])[C@@H:38]1[CH:60]1[CH2:62][CH2:61]1)(=[O:36])[CH3:35], predict the reactants needed to synthesize it. The reactants are: CN(C([O:8]N1N=NC2C=CC=NC1=2)=[N+](C)C)C.F[P-](F)(F)(F)(F)F.[CH3:25][CH2:26][N:27](C(C)C)C(C)C.[C:34]([N:37]1[C:46]2[C:41](=[CH:42][C:43]([C:47]([OH:49])=O)=[CH:44][CH:45]=2)[C@H:40]([NH:50][C:51]2[CH:56]=[CH:55][C:54]([C:57]#[N:58])=[CH:53][CH:52]=2)[C@@H:39]([CH3:59])[C@@H:38]1[CH:60]1[CH2:62][CH2:61]1)(=[O:36])[CH3:35]. (2) Given the product [CH3:10][C:9]([CH3:12])([CH3:11])[CH2:8][CH2:7][N:6]1[C:24](=[O:25])[C@@H:23]([CH2:27][C:28]([OH:30])=[O:29])[S:22][CH:5]1[C:4]1[CH:13]=[CH:14][CH:15]=[C:2]([F:1])[C:3]=1[N:16]1[CH2:20][CH2:19][C@H:18]([F:21])[CH2:17]1, predict the reactants needed to synthesize it. The reactants are: [F:1][C:2]1[C:3]([N:16]2[CH2:20][CH2:19][CH:18]([F:21])[CH2:17]2)=[C:4]([CH:13]=[CH:14][CH:15]=1)[CH:5]=[N:6][CH2:7][CH2:8][C:9]([CH3:12])([CH3:11])[CH3:10].[SH:22][C@@H:23]([CH2:27][C:28]([OH:30])=[O:29])[C:24](O)=[O:25]. (3) Given the product [F:2][C:3]1[CH:10]=[CH:9][C:6]([CH2:7][C:15]2[CH2:14][CH2:13][CH2:12][N:16]=2)=[CH:5][CH:4]=1, predict the reactants needed to synthesize it. The reactants are: [Mg].[F:2][C:3]1[CH:10]=[CH:9][C:6]([CH2:7]Br)=[CH:5][CH:4]=1.Cl[CH2:12][CH2:13][CH2:14][C:15]#[N:16]. (4) Given the product [F:21][C:22]1[CH:23]=[C:24]([C:2]2[CH:3]=[CH:4][N:5]3[C:10]([C:11]=2[CH3:12])=[C:9]([CH:13]2[CH2:15][CH2:14]2)[CH:8]=[C:7]([C:16]([O:18][CH3:19])=[O:17])[C:6]3=[O:20])[CH:25]=[CH:26][C:27]=1[OH:28], predict the reactants needed to synthesize it. The reactants are: Cl[C:2]1[CH:3]=[CH:4][N:5]2[C:10]([C:11]=1[CH3:12])=[C:9]([CH:13]1[CH2:15][CH2:14]1)[CH:8]=[C:7]([C:16]([O:18][CH3:19])=[O:17])[C:6]2=[O:20].[F:21][C:22]1[CH:23]=[C:24](B(O)O)[CH:25]=[CH:26][C:27]=1[OH:28]. (5) Given the product [CH3:46][O:45][C:44]1[C:20]([OH:19])=[C:21]([O:47][CH3:48])[C:22]2[N:28]=[CH:27][CH:26]3[CH2:39][C:40](=[O:52])[CH2:41][N:25]3[CH2:24][C:23]=2[CH:43]=1, predict the reactants needed to synthesize it. The reactants are: CCCC[N+](CCCC)(CCCC)CCCC.[F-].[OH:19][C:20]1[C:44]([O:45][CH3:46])=[CH:43][C:23]2[C:24](=O)[N:25]3[CH2:41][CH2:40][CH2:39][C@H:26]3[C@H:27](O)[N:28](C(OCC[Si](C)(C)C)=O)[C:22]=2[C:21]=1[O:47][CH3:48].C1C[O:52]CC1. (6) Given the product [N:5]1[CH:2]=[CH:3][N:13]2[CH:12]=[CH:11][C:8]([C:9]#[N:10])=[CH:7][C:6]=12, predict the reactants needed to synthesize it. The reactants are: Cl[CH2:2][CH:3]=O.[NH2:5][C:6]1[CH:7]=[C:8]([CH:11]=[CH:12][N:13]=1)[C:9]#[N:10].C([O-])(O)=O.[Na+]. (7) Given the product [C:5]1([C:10]2[CH:11]=[CH:12][CH:13]=[CH:14][CH:15]=2)[C:4]([NH2:1])=[CH:9][CH:8]=[CH:7][CH:6]=1, predict the reactants needed to synthesize it. The reactants are: [N+:1]([C:4]1[CH:9]=[CH:8][CH:7]=[CH:6][C:5]=1[C:10]1[CH:15]=[CH:14][CH:13]=[CH:12][CH:11]=1)([O-])=O. (8) Given the product [CH:1]1([N:4]2[C:13]3[C:8](=[CH:9][CH:10]=[CH:11][CH:12]=3)[NH:7][C:6](=[O:15])[C:5]2=[O:16])[CH2:3][CH2:2]1, predict the reactants needed to synthesize it. The reactants are: [CH:1]1([N:4]2[C:13]3[C:8](=[CH:9][CH:10]=[CH:11][CH:12]=3)[N:7](O)[C:6](=[O:15])[C:5]2=[O:16])[CH2:3][CH2:2]1.C1(P(C2C=CC=CC=2)C2C=CC=CC=2)C=CC=CC=1.ClCCl. (9) Given the product [Cl:1][C:2]1[N:3]=[C:4]([N:28]2[CH2:33][CH2:32][O:31][CH2:30][CH2:29]2)[C:5]2[CH2:10][N:9]([C:11]([O:13][C:14]([CH3:17])([CH3:16])[CH3:15])=[O:12])[CH2:8][C:6]=2[N:7]=1, predict the reactants needed to synthesize it. The reactants are: [Cl:1][C:2]1[N:3]=[C:4](Cl)[C:5]2[CH2:10][N:9]([C:11]([O:13][C:14]([CH3:17])([CH3:16])[CH3:15])=[O:12])[CH2:8][C:6]=2[N:7]=1.CCN(C(C)C)C(C)C.[NH:28]1[CH2:33][CH2:32][O:31][CH2:30][CH2:29]1.CCOC(C)=O. (10) Given the product [C:24]([CH:2]1[CH:7]2[CH2:8][CH:4]([CH2:5][N:6]2[CH2:9][CH2:10][CH2:11][C:12]([CH3:23])([S:14]([C:17]2[CH:22]=[CH:21][CH:20]=[CH:19][CH:18]=2)(=[O:16])=[O:15])[CH3:13])[CH2:3]1)#[N:25], predict the reactants needed to synthesize it. The reactants are: O[CH:2]1[CH:7]2[CH2:8][CH:4]([CH2:5][N:6]2[CH2:9][CH2:10][CH2:11][C:12]([CH3:23])([S:14]([C:17]2[CH:22]=[CH:21][CH:20]=[CH:19][CH:18]=2)(=[O:16])=[O:15])[CH3:13])[CH2:3]1.[C-:24]#[N:25].[K+].C1OCCOCCOCCOCCOCCOC1.C(P(CCCC)CCCC)CCC.C(Cl)(Cl)(Cl)Cl.